Dataset: NCI-60 drug combinations with 297,098 pairs across 59 cell lines. Task: Regression. Given two drug SMILES strings and cell line genomic features, predict the synergy score measuring deviation from expected non-interaction effect. Drug 1: CN(CC1=CN=C2C(=N1)C(=NC(=N2)N)N)C3=CC=C(C=C3)C(=O)NC(CCC(=O)O)C(=O)O. Drug 2: C1=NC2=C(N=C(N=C2N1C3C(C(C(O3)CO)O)F)Cl)N. Cell line: SF-539. Synergy scores: CSS=34.7, Synergy_ZIP=-10.1, Synergy_Bliss=-1.04, Synergy_Loewe=-12.2, Synergy_HSA=0.446.